Regression. Given two drug SMILES strings and cell line genomic features, predict the synergy score measuring deviation from expected non-interaction effect. From a dataset of NCI-60 drug combinations with 297,098 pairs across 59 cell lines. Drug 1: CC1C(C(CC(O1)OC2CC(OC(C2O)C)OC3=CC4=CC5=C(C(=O)C(C(C5)C(C(=O)C(C(C)O)O)OC)OC6CC(C(C(O6)C)O)OC7CC(C(C(O7)C)O)OC8CC(C(C(O8)C)O)(C)O)C(=C4C(=C3C)O)O)O)O. Drug 2: C(CC(=O)O)C(=O)CN.Cl. Cell line: HS 578T. Synergy scores: CSS=45.6, Synergy_ZIP=-0.783, Synergy_Bliss=-0.910, Synergy_Loewe=-40.7, Synergy_HSA=-1.99.